Dataset: Reaction yield outcomes from USPTO patents with 853,638 reactions. Task: Predict the reaction yield, written as a fraction of the theoretical maximum amount of product (1.0 means a 100% yield; for example, 0.34 means a 34% yield). (1) The reactants are [C:1]([C:5]1[CH:9]=[C:8]([NH:10][C:11](=[O:19])OC2C=CC=CC=2)[N:7]([CH3:20])[N:6]=1)([CH3:4])([CH3:3])[CH3:2].Cl.Cl.[NH2:23][C:24]1[CH:29]=[CH:28][C:27]([NH:30][C:31](=[O:50])[C:32]2[CH:37]=[CH:36][C:35]([O:38][CH:39]3[CH2:44][C:43]([CH3:46])([CH3:45])[N:42]([CH3:47])[C:41]([CH3:49])([CH3:48])[CH2:40]3)=[CH:34][N:33]=2)=[CH:26][CH:25]=1.C(N(CC)CC)C. The catalyst is CN(C)C1C=CN=CC=1.C1COCC1. The product is [C:1]([C:5]1[CH:9]=[C:8]([NH:10][C:11](=[O:19])[NH:23][C:24]2[CH:29]=[CH:28][C:27]([NH:30][C:31](=[O:50])[C:32]3[CH:37]=[CH:36][C:35]([O:38][CH:39]4[CH2:44][C:43]([CH3:45])([CH3:46])[N:42]([CH3:47])[C:41]([CH3:49])([CH3:48])[CH2:40]4)=[CH:34][N:33]=3)=[CH:26][CH:25]=2)[N:7]([CH3:20])[N:6]=1)([CH3:2])([CH3:3])[CH3:4]. The yield is 0.0600. (2) The reactants are Cl[C:2]1[CH:11]=[CH:10][C:9]2[C:4](=[C:5]3[CH:15]=[CH:14][CH:13]=[CH:12][C:6]3=[CH:7][CH:8]=2)[N:3]=1.[Br:16][Si](C)(C)C.C(#N)CC.[OH-].[Na+]. No catalyst specified. The product is [Br:16][C:2]1[CH:11]=[CH:10][C:9]2[C:4](=[C:5]3[CH:15]=[CH:14][CH:13]=[CH:12][C:6]3=[CH:7][CH:8]=2)[N:3]=1. The yield is 0.960. (3) The reactants are [I-].C[S+](C)(C)=O.[CH3:7]C(C)([O-])C.[K+].[Cl:13][C:14]1[CH:19]=[CH:18][C:17]([CH2:20][C:21]([C:23]2[CH:28]=[CH:27][C:26]([C:29]3[CH:34]=[CH:33][C:32]([O:35][C:36]([F:39])([F:38])[F:37])=[CH:31][CH:30]=3)=[CH:25][N:24]=2)=[O:22])=[C:16]([F:40])[CH:15]=1. The catalyst is CC(O)(C)C. The product is [Cl:13][C:14]1[CH:19]=[CH:18][C:17]([CH2:20][C:21]2([C:23]3[CH:28]=[CH:27][C:26]([C:29]4[CH:34]=[CH:33][C:32]([O:35][C:36]([F:37])([F:38])[F:39])=[CH:31][CH:30]=4)=[CH:25][N:24]=3)[CH2:7][O:22]2)=[C:16]([F:40])[CH:15]=1. The yield is 0.240. (4) The reactants are [OH:1][C:2]1[CH:7]=[N:6][N:5]([CH:8]2[CH2:13][CH2:12][CH2:11][CH2:10][O:9]2)[C:4](=[O:14])[CH:3]=1.C(N(CC)CC)C.[O:22](S(C(F)(F)F)(=O)=O)[S:23]([C:26]([F:29])([F:28])[F:27])(=O)=[O:24].C([O-])(O)=O.[Na+]. The catalyst is C(Cl)Cl. The product is [F:27][C:26]([F:29])([F:28])[S:23]([O:1][C:2]1[CH:7]=[N:6][N:5]([CH:8]2[CH2:13][CH2:12][CH2:11][CH2:10][O:9]2)[C:4](=[O:14])[CH:3]=1)(=[O:24])=[O:22]. The yield is 0.600. (5) The reactants are [C:1]1([C:7]2[NH:11][CH:10]=[C:9]([C:12](OCC)=[O:13])[CH:8]=2)[CH:6]=[CH:5][CH:4]=[CH:3][CH:2]=1.[H-].C([Al+]CC(C)C)C(C)C.O. The catalyst is O1CCCC1.C1(C)C=CC=CC=1. The product is [C:1]1([C:7]2[NH:11][CH:10]=[C:9]([CH2:12][OH:13])[CH:8]=2)[CH:6]=[CH:5][CH:4]=[CH:3][CH:2]=1. The yield is 0.870.